Dataset: NCI-60 drug combinations with 297,098 pairs across 59 cell lines. Task: Regression. Given two drug SMILES strings and cell line genomic features, predict the synergy score measuring deviation from expected non-interaction effect. (1) Drug 1: CC1=CC2C(CCC3(C2CCC3(C(=O)C)OC(=O)C)C)C4(C1=CC(=O)CC4)C. Drug 2: CC1C(C(=O)NC(C(=O)N2CCCC2C(=O)N(CC(=O)N(C(C(=O)O1)C(C)C)C)C)C(C)C)NC(=O)C3=C4C(=C(C=C3)C)OC5=C(C(=O)C(=C(C5=N4)C(=O)NC6C(OC(=O)C(N(C(=O)CN(C(=O)C7CCCN7C(=O)C(NC6=O)C(C)C)C)C)C(C)C)C)N)C. Cell line: OVCAR3. Synergy scores: CSS=9.74, Synergy_ZIP=18.2, Synergy_Bliss=19.9, Synergy_Loewe=15.9, Synergy_HSA=17.2. (2) Drug 1: C1=CC(=CC=C1CCC2=CNC3=C2C(=O)NC(=N3)N)C(=O)NC(CCC(=O)O)C(=O)O. Drug 2: CNC(=O)C1=NC=CC(=C1)OC2=CC=C(C=C2)NC(=O)NC3=CC(=C(C=C3)Cl)C(F)(F)F. Cell line: MDA-MB-231. Synergy scores: CSS=48.4, Synergy_ZIP=-6.33, Synergy_Bliss=-9.60, Synergy_Loewe=-8.82, Synergy_HSA=-6.72. (3) Cell line: SR. Drug 1: CC1=CC=C(C=C1)C2=CC(=NN2C3=CC=C(C=C3)S(=O)(=O)N)C(F)(F)F. Synergy scores: CSS=6.87, Synergy_ZIP=0.683, Synergy_Bliss=-4.01, Synergy_Loewe=-4.67, Synergy_HSA=-3.66. Drug 2: C(CN)CNCCSP(=O)(O)O.